From a dataset of NCI-60 drug combinations with 297,098 pairs across 59 cell lines. Regression. Given two drug SMILES strings and cell line genomic features, predict the synergy score measuring deviation from expected non-interaction effect. Drug 1: CC1C(C(=O)NC(C(=O)N2CCCC2C(=O)N(CC(=O)N(C(C(=O)O1)C(C)C)C)C)C(C)C)NC(=O)C3=C4C(=C(C=C3)C)OC5=C(C(=O)C(=C(C5=N4)C(=O)NC6C(OC(=O)C(N(C(=O)CN(C(=O)C7CCCN7C(=O)C(NC6=O)C(C)C)C)C)C(C)C)C)N)C. Drug 2: C1CC(C1)(C(=O)O)C(=O)O.[NH2-].[NH2-].[Pt+2]. Cell line: NCI-H322M. Synergy scores: CSS=24.9, Synergy_ZIP=-2.05, Synergy_Bliss=-1.45, Synergy_Loewe=-75.8, Synergy_HSA=-2.80.